Dataset: Peptide-MHC class I binding affinity with 185,985 pairs from IEDB/IMGT. Task: Regression. Given a peptide amino acid sequence and an MHC pseudo amino acid sequence, predict their binding affinity value. This is MHC class I binding data. (1) The peptide sequence is MEKLKALVA. The MHC is HLA-B44:02 with pseudo-sequence HLA-B44:02. The binding affinity (normalized) is 0.414. (2) The binding affinity (normalized) is 0.176. The peptide sequence is DYRHYSASF. The MHC is HLA-A26:01 with pseudo-sequence HLA-A26:01. (3) The peptide sequence is APYFATVRL. The MHC is HLA-B07:02 with pseudo-sequence HLA-B07:02. The binding affinity (normalized) is 0.670. (4) The peptide sequence is VLTSEEVVLK. The binding affinity (normalized) is 0. The MHC is HLA-A31:01 with pseudo-sequence HLA-A31:01. (5) The peptide sequence is HTAAPWGSY. The MHC is HLA-B15:09 with pseudo-sequence HLA-B15:09. The binding affinity (normalized) is 0.0847. (6) The peptide sequence is ITAAAWYLW. The MHC is HLA-B57:01 with pseudo-sequence HLA-B57:01. The binding affinity (normalized) is 1.00. (7) The peptide sequence is IQVNKGVAY. The MHC is HLA-B08:01 with pseudo-sequence HLA-B08:01. The binding affinity (normalized) is 0.0847. (8) The peptide sequence is LVSDYCNVLNKEFT. The MHC is HLA-B40:02 with pseudo-sequence HLA-B40:02. The binding affinity (normalized) is 0. (9) The peptide sequence is KTFAIIAIV. The binding affinity (normalized) is 0.707. The MHC is HLA-A30:01 with pseudo-sequence HLA-A30:01.